Dataset: CYP2C19 inhibition data for predicting drug metabolism from PubChem BioAssay. Task: Regression/Classification. Given a drug SMILES string, predict its absorption, distribution, metabolism, or excretion properties. Task type varies by dataset: regression for continuous measurements (e.g., permeability, clearance, half-life) or binary classification for categorical outcomes (e.g., BBB penetration, CYP inhibition). Dataset: cyp2c19_veith. The compound is COCCNC(=O)[C@H](C)[C@@H]1C[C@@]1(C)[C@@H](NC(=O)OCc1ccccc1)c1ccccc1. The result is 1 (inhibitor).